The task is: Predict which catalyst facilitates the given reaction.. This data is from Catalyst prediction with 721,799 reactions and 888 catalyst types from USPTO. (1) Reactant: [OH:1][C:2]1[C:3](=[O:15])[CH:4]=[C:5]([CH2:8][N:9]2[CH2:14][CH2:13][O:12][CH2:11][CH2:10]2)[O:6][CH:7]=1.C([O-])([O-])=O.[Cs+].[Cs+].Br[CH2:23][C:24]1[CH:45]=[CH:44][CH:43]=[CH:42][C:25]=1[CH2:26][S:27][C:28]1[C:37]2[C:32](=[CH:33][C:34]([C:38]([F:41])([F:40])[F:39])=[CH:35][CH:36]=2)[N:31]=[CH:30][CH:29]=1.O. Product: [F:41][C:38]([F:39])([F:40])[C:34]1[CH:33]=[C:32]2[C:37]([C:28]([S:27][CH2:26][C:25]3[CH:42]=[CH:43][CH:44]=[CH:45][C:24]=3[CH2:23][O:1][C:2]3[C:3](=[O:15])[CH:4]=[C:5]([CH2:8][N:9]4[CH2:14][CH2:13][O:12][CH2:11][CH2:10]4)[O:6][CH:7]=3)=[CH:29][CH:30]=[N:31]2)=[CH:36][CH:35]=1. The catalyst class is: 3. (2) Reactant: [OH:1][CH2:2][CH:3]([CH2:5][OH:6])[OH:4].[C:7](O)(C(F)(F)F)=[O:8].[CH3:14][CH2:15][N:16]([CH2:19][CH2:20][NH:21][C:22]([C:24]1[C:25]([CH3:42])=[C:26](/[CH:30]=[C:31]2/[C:32]3[CH:33]=[C:34]([F:41])[CH:35]=[CH:36][C:37]=3[NH:38][C:39]/2=[O:40])[NH:27][C:28]=1[CH3:29])=[O:23])[CH2:17][CH3:18]. Product: [CH2:15]([N:16]([CH2:17][CH3:18])[CH2:19][CH2:20][N:21]([C:22]([C:24]1[C:25]([CH3:42])=[C:26](/[CH:30]=[C:31]2\[C:39](=[O:40])[NH:38][C:37]3[C:32]\2=[CH:33][C:34]([F:41])=[CH:35][CH:36]=3)[NH:27][C:28]=1[CH3:29])=[O:23])[C:7](=[O:8])[O:1][CH2:2][CH:3]([OH:4])[CH2:5][OH:6])[CH3:14]. The catalyst class is: 841. (3) Reactant: C(OP([CH:9]([CH3:15])[C:10]([O:12][CH2:13][CH3:14])=[O:11])(OCC)=O)C.[H-].[Na+].[C:18]([O:21][C@H:22]1[CH2:39][CH2:38][C@@:37]2([CH3:40])[C@@H:24]([CH2:25][CH2:26][C@:27]3([CH3:51])[C@@H:36]2[CH2:35][CH2:34][C@H:33]2[C@@:28]3([CH3:50])[CH2:29][CH2:30][C@@:31]3([CH:48]=O)[CH2:43][C:42](=[O:44])[C:41]([CH:45]([CH3:47])[CH3:46])=[C:32]32)[C:23]1([CH3:53])[CH3:52])(=[O:20])[CH3:19]. Product: [C:18]([O:21][C@H:22]1[CH2:39][CH2:38][C@@:37]2([CH3:40])[C@@H:24]([CH2:25][CH2:26][C@:27]3([CH3:51])[C@@H:36]2[CH2:35][CH2:34][C@H:33]2[C@@:28]3([CH3:50])[CH2:29][CH2:30][C@@:31]3(/[CH:48]=[C:9](\[CH3:15])/[C:10]([O:12][CH2:13][CH3:14])=[O:11])[CH2:43][C:42](=[O:44])[C:41]([CH:45]([CH3:46])[CH3:47])=[C:32]32)[C:23]1([CH3:52])[CH3:53])(=[O:20])[CH3:19]. The catalyst class is: 3. (4) Reactant: [CH3:1][O:2][C:3]1[CH:11]=[C:10]([CH3:12])[CH:9]=[CH:8][C:4]=1[C:5]([NH2:7])=O.B.C1COCC1.Cl. Product: [CH3:1][O:2][C:3]1[CH:11]=[C:10]([CH3:12])[CH:9]=[CH:8][C:4]=1[CH2:5][NH2:7]. The catalyst class is: 1. (5) Reactant: [F:1][C:2]1[CH:7]=[C:6]([F:8])[CH:5]=[CH:4][C:3]=1[C:9]([OH:30])([CH2:24][N:25]1[CH:29]=[N:28][N:27]=[N:26]1)[C:10]([F:23])([F:22])[C:11]1[CH:16]=[CH:15][C:14](/[CH:17]=[CH:18]/[CH2:19][O:20][CH3:21])=[CH:13][N:12]=1. Product: [F:1][C:2]1[CH:7]=[C:6]([F:8])[CH:5]=[CH:4][C:3]=1[C:9]([OH:30])([CH2:24][N:25]1[CH:29]=[N:28][N:27]=[N:26]1)[C:10]([F:22])([F:23])[C:11]1[CH:16]=[CH:15][C:14]([CH2:17][CH2:18][CH2:19][O:20][CH3:21])=[CH:13][N:12]=1. The catalyst class is: 50. (6) Reactant: [NH2:1][C:2]1[C:7]([C:8]2[O:12][N:11]=[C:10]([CH2:13][C:14]3[CH:19]=[CH:18][C:17]([OH:20])=[CH:16][CH:15]=3)[CH:9]=2)=[CH:6][CH:5]=[C:4]([CH2:21][O:22][CH3:23])[N:3]=1.[OH-].[Na+].[N:26]1[CH:31]=[CH:30][CH:29]=[CH:28][C:27]=1[CH2:32][Cl:33].Cl.[N:35]1[CH:40]=[CH:39][CH:38]=[CH:37][C:36]=1[CH2:41]Cl. Product: [N:26]1[CH:31]=[CH:30][CH:29]=[CH:28][C:27]=1[CH2:32][Cl:33].[CH3:23][O:22][CH2:21][C:4]1[N:3]=[C:2]([NH2:1])[C:7]([C:8]2[O:12][N:11]=[C:10]([CH2:13][C:14]3[CH:19]=[CH:18][C:17]([O:20][CH2:41][C:36]4[CH:37]=[CH:38][CH:39]=[CH:40][N:35]=4)=[CH:16][CH:15]=3)[CH:9]=2)=[CH:6][CH:5]=1. The catalyst class is: 72.